Dataset: NCI-60 drug combinations with 297,098 pairs across 59 cell lines. Task: Regression. Given two drug SMILES strings and cell line genomic features, predict the synergy score measuring deviation from expected non-interaction effect. (1) Drug 1: CC1C(C(CC(O1)OC2CC(CC3=C2C(=C4C(=C3O)C(=O)C5=C(C4=O)C(=CC=C5)OC)O)(C(=O)C)O)N)O.Cl. Drug 2: C1C(C(OC1N2C=NC3=C2NC=NCC3O)CO)O. Cell line: HCT-15. Synergy scores: CSS=8.13, Synergy_ZIP=-3.23, Synergy_Bliss=1.35, Synergy_Loewe=-15.3, Synergy_HSA=-0.0986. (2) Drug 1: CS(=O)(=O)C1=CC(=C(C=C1)C(=O)NC2=CC(=C(C=C2)Cl)C3=CC=CC=N3)Cl. Drug 2: C1=CC(=C2C(=C1NCCNCCO)C(=O)C3=C(C=CC(=C3C2=O)O)O)NCCNCCO. Cell line: HCC-2998. Synergy scores: CSS=39.4, Synergy_ZIP=7.93, Synergy_Bliss=9.95, Synergy_Loewe=-4.72, Synergy_HSA=11.0. (3) Drug 1: COC1=NC(=NC2=C1N=CN2C3C(C(C(O3)CO)O)O)N. Drug 2: CN(C(=O)NC(C=O)C(C(C(CO)O)O)O)N=O. Cell line: UACC-257. Synergy scores: CSS=-3.46, Synergy_ZIP=2.43, Synergy_Bliss=3.02, Synergy_Loewe=-2.08, Synergy_HSA=-1.68. (4) Drug 1: CC1=C2C(C(=O)C3(C(CC4C(C3C(C(C2(C)C)(CC1OC(=O)C(C(C5=CC=CC=C5)NC(=O)OC(C)(C)C)O)O)OC(=O)C6=CC=CC=C6)(CO4)OC(=O)C)O)C)O. Drug 2: CN(CC1=CN=C2C(=N1)C(=NC(=N2)N)N)C3=CC=C(C=C3)C(=O)NC(CCC(=O)O)C(=O)O. Cell line: PC-3. Synergy scores: CSS=56.2, Synergy_ZIP=3.94, Synergy_Bliss=0.233, Synergy_Loewe=-11.1, Synergy_HSA=0.0556. (5) Drug 1: C1CC2CC3=C(CC1C24CN(S(=O)(=O)N4)CC(F)(F)F)C=CC(=C3)C=CCN5CCC(CC5)C(F)(F)F. Drug 2: CC(C)(C1=NC(=CC=C1)N2C3=NC(=NC=C3C(=O)N2CC=C)NC4=CC=C(C=C4)N5CCN(CC5)C)O. Cell line: NCIH23. Synergy scores: CSS=65.8, Synergy_ZIP=6.44, Synergy_Bliss=6.09, Synergy_Loewe=-15.0, Synergy_HSA=7.86. (6) Drug 1: COC1=CC(=CC(=C1O)OC)C2C3C(COC3=O)C(C4=CC5=C(C=C24)OCO5)OC6C(C(C7C(O6)COC(O7)C8=CC=CS8)O)O. Drug 2: C1CC(C1)(C(=O)O)C(=O)O.[NH2-].[NH2-].[Pt+2]. Cell line: NCI-H522. Synergy scores: CSS=48.7, Synergy_ZIP=-8.78, Synergy_Bliss=-1.87, Synergy_Loewe=0.564, Synergy_HSA=3.61. (7) Drug 1: C1CNP(=O)(OC1)N(CCCl)CCCl. Drug 2: CC1C(C(CC(O1)OC2CC(CC3=C2C(=C4C(=C3O)C(=O)C5=C(C4=O)C(=CC=C5)OC)O)(C(=O)CO)O)N)O.Cl. Cell line: SK-MEL-2. Synergy scores: CSS=45.0, Synergy_ZIP=1.16, Synergy_Bliss=1.04, Synergy_Loewe=-58.9, Synergy_HSA=0.644. (8) Drug 1: C1CNP(=O)(OC1)N(CCCl)CCCl. Drug 2: C(CN)CNCCSP(=O)(O)O. Cell line: LOX IMVI. Synergy scores: CSS=3.40, Synergy_ZIP=10.1, Synergy_Bliss=14.1, Synergy_Loewe=2.52, Synergy_HSA=1.57. (9) Drug 1: COC1=CC(=CC(=C1O)OC)C2C3C(COC3=O)C(C4=CC5=C(C=C24)OCO5)OC6C(C(C7C(O6)COC(O7)C8=CC=CS8)O)O. Drug 2: CCC1=C2CN3C(=CC4=C(C3=O)COC(=O)C4(CC)O)C2=NC5=C1C=C(C=C5)O. Cell line: EKVX. Synergy scores: CSS=27.7, Synergy_ZIP=-3.95, Synergy_Bliss=2.36, Synergy_Loewe=0.301, Synergy_HSA=3.37. (10) Drug 1: CC1C(C(CC(O1)OC2CC(CC3=C2C(=C4C(=C3O)C(=O)C5=C(C4=O)C(=CC=C5)OC)O)(C(=O)C)O)N)O.Cl. Drug 2: CN(C)C1=NC(=NC(=N1)N(C)C)N(C)C. Cell line: OVCAR-4. Synergy scores: CSS=7.89, Synergy_ZIP=-0.391, Synergy_Bliss=2.52, Synergy_Loewe=-7.41, Synergy_HSA=-0.711.